This data is from Full USPTO retrosynthesis dataset with 1.9M reactions from patents (1976-2016). The task is: Predict the reactants needed to synthesize the given product. (1) Given the product [C:24]([O:23][C:21](=[O:22])[NH:20][C@H:16]([C:17](=[O:19])[N:30]([O:29][CH3:28])[CH3:31])[CH2:15][CH2:14][CH2:13][CH2:12][NH:11][C:9]([O:8][CH2:1][C:2]1[CH:3]=[CH:4][CH:5]=[CH:6][CH:7]=1)=[O:10])([CH3:27])([CH3:26])[CH3:25], predict the reactants needed to synthesize it. The reactants are: [CH2:1]([O:8][C:9]([NH:11][CH2:12][CH2:13][CH2:14][CH2:15][C@H:16]([NH:20][C:21]([O:23][C:24]([CH3:27])([CH3:26])[CH3:25])=[O:22])[C:17]([OH:19])=O)=[O:10])[C:2]1[CH:7]=[CH:6][CH:5]=[CH:4][CH:3]=1.[CH3:28][O:29][NH:30][CH3:31].CCN=C=NCCCN(C)C.C1C=CC2N(O)N=NC=2C=1. (2) The reactants are: [NH2:1][C:2]1[CH:7]=[C:6]([NH:8][C:9]([C:11]2[N:23]([CH2:24][C:25]3[CH:30]=[CH:29][CH:28]=[C:27]([F:31])[CH:26]=3)[C:14]3=[N:15][CH:16]=[C:17]([C:19]([F:22])([F:21])[F:20])[CH:18]=[C:13]3[CH:12]=2)=[O:10])[CH:5]=[CH:4][N:3]=1.Br[CH:33]([CH3:37])[C:34](=O)[CH3:35]. Given the product [CH3:37][C:33]1[N:1]=[C:2]2[CH:7]=[C:6]([NH:8][C:9]([C:11]3[N:23]([CH2:24][C:25]4[CH:30]=[CH:29][CH:28]=[C:27]([F:31])[CH:26]=4)[C:14]4=[N:15][CH:16]=[C:17]([C:19]([F:22])([F:20])[F:21])[CH:18]=[C:13]4[CH:12]=3)=[O:10])[CH:5]=[CH:4][N:3]2[C:34]=1[CH3:35], predict the reactants needed to synthesize it. (3) Given the product [O:31]([CH2:30][C@@H:29]([O:38][Si:39]([CH2:42][CH3:43])([CH2:44][CH3:45])[CH2:40][CH3:41])[CH2:28][NH:8][CH:9]1[CH2:10][C:11]2[CH:19]=[C:18]([OH:20])[CH:17]=[CH:16][C:12]=2[CH2:13][CH2:14][CH2:15]1)[C:32]1[CH:37]=[CH:36][CH:35]=[CH:34][CH:33]=1, predict the reactants needed to synthesize it. The reactants are: C([N:8]([CH2:28][C@H:29]([O:38][Si:39]([CH2:44][CH3:45])([CH2:42][CH3:43])[CH2:40][CH3:41])[CH2:30][O:31][C:32]1[CH:37]=[CH:36][CH:35]=[CH:34][CH:33]=1)[CH:9]1[CH2:15][CH2:14][CH2:13][C:12]2[CH:16]=[CH:17][C:18]([O:20]CC3C=CC=CC=3)=[CH:19][C:11]=2[CH2:10]1)C1C=CC=CC=1.[H][H]. (4) The reactants are: [CH:1]1([CH2:6]O)[CH2:5][CH2:4][CH2:3][CH2:2]1.C(N(CC)CC)C.CS([Cl:19])(=O)=O.O.[NH2:21][NH2:22]. Given the product [ClH:19].[ClH:19].[CH:1]1([CH2:6][NH:21][NH2:22])[CH2:5][CH2:4][CH2:3][CH2:2]1, predict the reactants needed to synthesize it. (5) Given the product [C:13]([O:12][C:11]([NH:10][C:7]1[N:8]=[CH:9][C:4]([CH:3]([C:1]#[N:2])[CH2:33][CH2:32][C:31]([O:35][CH2:36][CH3:37])=[O:34])=[N:5][CH:6]=1)=[O:17])([CH3:14])([CH3:16])[CH3:15], predict the reactants needed to synthesize it. The reactants are: [C:1]([CH2:3][C:4]1[N:5]=[CH:6][C:7]([NH:10][C:11](=[O:17])[O:12][C:13]([CH3:16])([CH3:15])[CH3:14])=[N:8][CH:9]=1)#[N:2].C(O)C.CC1CCCO1.[O-]CC.[Na+].[C:31]([O:35][CH2:36][CH3:37])(=[O:34])[CH:32]=[CH2:33]. (6) Given the product [CH3:38][N:39]([CH2:30][C:28]1[C:27]([C:32]2[CH:33]=[CH:34][CH:35]=[CH:36][CH:37]=2)=[N:26][N:25]([C:23]2[CH:22]=[CH:21][N:20]=[C:19]([NH:18][C:4]3[C:3]([O:2][CH3:1])=[CH:8][C:7]([N:9]4[CH2:14][CH2:13][O:12][CH2:11][CH2:10]4)=[C:6]([NH:15][C:3](=[O:2])[CH:4]=[CH2:5])[CH:5]=3)[N:24]=2)[CH:29]=1)[CH3:40], predict the reactants needed to synthesize it. The reactants are: [CH3:1][O:2][C:3]1[CH:8]=[C:7]([N:9]2[CH2:14][CH2:13][O:12][CH2:11][CH2:10]2)[C:6]([N+:15]([O-])=O)=[CH:5][C:4]=1[NH:18][C:19]1[N:24]=[C:23]([N:25]2[CH:29]=[C:28]([CH:30]=O)[C:27]([C:32]3[CH:37]=[CH:36][CH:35]=[CH:34][CH:33]=3)=[N:26]2)[CH:22]=[CH:21][N:20]=1.[CH3:38][NH:39][CH3:40]. (7) Given the product [CH2:6]1[C:7]2[C:3](=[C:2]([N:11]3[CH:15]=[CH:14][N:13]=[CH:12]3)[CH:10]=[CH:9][CH:8]=2)[CH2:4][CH2:5]1, predict the reactants needed to synthesize it. The reactants are: Br[C:2]1[CH:10]=[CH:9][CH:8]=[C:7]2[C:3]=1[CH2:4][CH2:5][CH2:6]2.[NH:11]1[CH:15]=[CH:14][N:13]=[CH:12]1.C([O-])([O-])=O.[Cs+].[Cs+].C1(N)CCCCC1N. (8) Given the product [Cl:1][C:2]1[CH:3]=[C:4]([CH:8]=[CH:9][C:10]=1[N:11]1[C:15]2[CH2:16][CH2:17][CH2:18][CH2:19][C:14]=2[N:13]=[C:12]1[CH3:20])[C:5]([NH:40][C@H:38]([C:36]1[NH:35][C:34]2[CH:41]=[CH:42][C:31]([Cl:30])=[CH:32][C:33]=2[N:37]=1)[CH3:39])=[O:7], predict the reactants needed to synthesize it. The reactants are: [Cl:1][C:2]1[CH:3]=[C:4]([CH:8]=[CH:9][C:10]=1[N:11]1[C:15]2[CH2:16][CH2:17][CH2:18][CH2:19][C:14]=2[N:13]=[C:12]1[CH3:20])[C:5]([OH:7])=O.C(N(C(C)C)CC)(C)C.[Cl:30][C:31]1[CH:42]=[CH:41][C:34]2[NH:35][C:36]([C@@H:38]([NH2:40])[CH3:39])=[N:37][C:33]=2[CH:32]=1.ClCl. (9) Given the product [CH2:12]([O:11][C:4]1[C:5]2[N:6]([N:8]=[CH:9][CH:10]=2)[CH:7]=[C:2]([Br:1])[CH:3]=1)[C:13]1[CH:18]=[CH:17][CH:16]=[CH:15][CH:14]=1, predict the reactants needed to synthesize it. The reactants are: [Br:1][C:2]1[CH:3]=[C:4]([OH:11])[C:5]2[N:6]([N:8]=[CH:9][CH:10]=2)[CH:7]=1.[CH2:12](Br)[C:13]1[CH:18]=[CH:17][CH:16]=[CH:15][CH:14]=1.[H-].[Na+]. (10) Given the product [OH:1][C:2]1[CH:10]=[N:9][CH:8]=[CH:7][C:3]=1[C:4]([O:6][CH2:11][CH3:12])=[O:5], predict the reactants needed to synthesize it. The reactants are: [OH:1][C:2]1[CH:10]=[N:9][CH:8]=[CH:7][C:3]=1[C:4]([OH:6])=[O:5].[CH3:11][CH2:12]O.